From a dataset of M1 muscarinic receptor agonist screen with 61,833 compounds. Binary Classification. Given a drug SMILES string, predict its activity (active/inactive) in a high-throughput screening assay against a specified biological target. (1) The result is 0 (inactive). The compound is OC(=O)C1C2CC(C1C(=O)Nc1ccc(cc1)C(OCC(C)C)=O)C=C2. (2) The drug is N(CCCC)c1nc(N(c2ccccc2)C)nc(n1)n1ccnc1. The result is 0 (inactive).